Dataset: Forward reaction prediction with 1.9M reactions from USPTO patents (1976-2016). Task: Predict the product of the given reaction. (1) The product is: [CH3:57][C:55]([CH3:56])([CH3:58])[CH2:54][N:53]1[C:48]2[C:49](=[N:50][C:45]([C@H:43]([CH3:44])[CH2:42][CH2:41][NH:40][C:6]([C:3]3[CH:4]=[CH:5][O:1][N:2]=3)=[O:8])=[CH:46][CH:47]=2)[N:51]([CH3:60])[C:52]1=[O:59]. Given the reactants [O:1]1[CH:5]=[CH:4][C:3]([C:6]([OH:8])=O)=[N:2]1.C(N(CC)CC)C.CN(C(ON1N=NC2C=CC=NC1=2)=[N+](C)C)C.F[P-](F)(F)(F)(F)F.[NH2:40][CH2:41][CH2:42][C@@H:43]([C:45]1[N:50]=[C:49]2[N:51]([CH3:60])[C:52](=[O:59])[N:53]([CH2:54][C:55]([CH3:58])([CH3:57])[CH3:56])[C:48]2=[CH:47][CH:46]=1)[CH3:44], predict the reaction product. (2) The product is: [OH:50][CH:2]1[CH2:3][CH2:4][CH:5]([NH:8][C:9]2[CH:16]=[C:15]([C:17]3[C:26]4[C:21](=[C:22]([N:36]5[CH:40]=[C:39]([C:41]6[CH:42]=[N:43][N:44]([CH2:46][CH:47]([CH3:49])[CH3:48])[CH:45]=6)[N:38]=[CH:37]5)[CH:23]=[CH:24][CH:25]=4)[CH:20]=[CH:19][N:18]=3)[CH:14]=[CH:13][C:10]=2[C:11]([NH2:12])=[O:54])[CH2:6][CH2:7]1. Given the reactants O[CH:2]1[CH2:7][CH2:6][CH:5]([NH:8][C:9]2[CH:16]=[C:15]([C:17]3[C:26]4[C:21](=[C:22](B5OC(C)(C)C(C)(C)O5)[CH:23]=[CH:24][CH:25]=4)[CH:20]=[CH:19][N:18]=3)[CH:14]=[CH:13][C:10]=2[C:11]#[N:12])[CH2:4][CH2:3]1.[NH:36]1[CH:40]=[C:39]([C:41]2[CH:42]=[N:43][N:44]([CH2:46][CH:47]([CH3:49])[CH3:48])[CH:45]=2)[N:38]=[CH:37]1.[OH-:50].[Na+].OO.[OH2:54], predict the reaction product. (3) Given the reactants [NH2:1][C:2]1[CH:7]=[CH:6][CH:5]=[CH:4][CH:3]=1.Cl[C:9]1[N:14]=[C:13]([N:15]2[CH2:20][CH2:19][O:18][CH2:17][C@@H:16]2[CH3:21])[CH:12]=[C:11]([C:22]([S:25]([C:28]2[CH:33]=[CH:32][CH:31]=[CH:30][N:29]=2)(=[O:27])=[O:26])([CH3:24])[CH3:23])[N:10]=1.C(O)C.CN(C=O)C, predict the reaction product. The product is: [CH3:21][C@H:16]1[CH2:17][O:18][CH2:19][CH2:20][N:15]1[C:13]1[CH:12]=[C:11]([C:22]([S:25]([C:28]2[CH:33]=[CH:32][CH:31]=[CH:30][N:29]=2)(=[O:27])=[O:26])([CH3:24])[CH3:23])[N:10]=[C:9]([C:5]2[CH:6]=[CH:7][C:2]([NH2:1])=[CH:3][CH:4]=2)[N:14]=1. (4) Given the reactants Br[C:2]1[CH:3]=[N:4][C:5]([N:10]2[CH2:15][CH2:14][N:13]([C:16]3[O:17][C:18]([C:21]([F:24])([F:23])[F:22])=[N:19][N:20]=3)[CH2:12][CH2:11]2)=[C:6]([CH:9]=1)[C:7]#[N:8].C([O-])(=O)C.[K+].[B:30]1([B:30]2[O:34][C:33]([CH3:36])([CH3:35])[C:32]([CH3:38])([CH3:37])[O:31]2)[O:34][C:33]([CH3:36])([CH3:35])[C:32]([CH3:38])([CH3:37])[O:31]1, predict the reaction product. The product is: [CH3:37][C:32]1([CH3:38])[C:33]([CH3:36])([CH3:35])[O:34][B:30]([C:2]2[CH:3]=[N:4][C:5]([N:10]3[CH2:15][CH2:14][N:13]([C:16]4[O:17][C:18]([C:21]([F:24])([F:23])[F:22])=[N:19][N:20]=4)[CH2:12][CH2:11]3)=[C:6]([CH:9]=2)[C:7]#[N:8])[O:31]1.